From a dataset of Full USPTO retrosynthesis dataset with 1.9M reactions from patents (1976-2016). Predict the reactants needed to synthesize the given product. (1) Given the product [CH2:33]([N:21]1[CH:22]=[C:23]([C:25]2[CH:30]=[CH:29][C:28]([Cl:31])=[CH:27][C:26]=2[Cl:32])[N:24]=[C:20]1[C@@H:19]([NH:37][C:39](=[O:42])[CH2:40][CH3:41])[CH2:18][C:15]1[CH:14]=[CH:13][C:12]([O:11][C:8]2[CH:9]=[CH:10][C:5]([C:4]([OH:3])=[O:38])=[CH:6][CH:7]=2)=[CH:17][CH:16]=1)[CH2:34][CH2:35][CH3:36], predict the reactants needed to synthesize it. The reactants are: Cl.C[O:3][C:4](=[O:38])[C:5]1[CH:10]=[CH:9][C:8]([O:11][C:12]2[CH:17]=[CH:16][C:15]([CH2:18][C@H:19]([NH2:37])[C:20]3[N:21]([CH2:33][CH2:34][CH2:35][CH3:36])[CH:22]=[C:23]([C:25]4[CH:30]=[CH:29][C:28]([Cl:31])=[CH:27][C:26]=4[Cl:32])[N:24]=3)=[CH:14][CH:13]=2)=[CH:7][CH:6]=1.[C:39](O)(=[O:42])[CH2:40][CH3:41]. (2) The reactants are: C([O:3][C:4](=O)[C:5]([F:28])([F:27])[CH2:6][N:7]([C:17]1[C:22]([N+:23]([O-])=O)=[CH:21][N:20]=[C:19]([Cl:26])[N:18]=1)[CH2:8][C:9]1[CH:14]=[CH:13][C:12]([O:15][CH3:16])=[CH:11][CH:10]=1)C. Given the product [Cl:26][C:19]1[N:20]=[CH:21][C:22]2[NH:23][C:4](=[O:3])[C:5]([F:28])([F:27])[CH2:6][N:7]([CH2:8][C:9]3[CH:14]=[CH:13][C:12]([O:15][CH3:16])=[CH:11][CH:10]=3)[C:17]=2[N:18]=1, predict the reactants needed to synthesize it.